This data is from Reaction yield outcomes from USPTO patents with 853,638 reactions. The task is: Predict the reaction yield, written as a fraction of the theoretical maximum amount of product (1.0 means a 100% yield; for example, 0.34 means a 34% yield). (1) The reactants are [NH:1]1[C:5]2=[N:6][CH:7]=[CH:8][CH:9]=[C:4]2[C:3]([C:10]([O:12][CH3:13])=[O:11])=[N:2]1.CN(C=O)C.[H-].[Na+].[CH3:21][Si:22]([CH3:29])([CH3:28])[CH2:23][CH2:24][O:25][CH2:26]Cl. No catalyst specified. The product is [CH3:21][Si:22]([CH3:29])([CH3:28])[CH2:23][CH2:24][O:25][CH2:26][N:1]1[C:5]2=[N:6][CH:7]=[CH:8][CH:9]=[C:4]2[C:3]([C:10]([O:12][CH3:13])=[O:11])=[N:2]1. The yield is 0.460. (2) The reactants are [OH-].[K+].[NH2:3][C:4]1[CH:9]=[CH:8][C:7]([OH:10])=[C:6]([Cl:11])[CH:5]=1.Cl[C:13]1[CH:18]=[N:17][CH:16]=[CH:15][N:14]=1. The catalyst is CC(N(C)C)=O. The product is [Cl:11][C:6]1[CH:5]=[C:4]([CH:9]=[CH:8][C:7]=1[O:10][C:13]1[CH:18]=[N:17][CH:16]=[CH:15][N:14]=1)[NH2:3]. The yield is 0.520.